From a dataset of Catalyst prediction with 721,799 reactions and 888 catalyst types from USPTO. Predict which catalyst facilitates the given reaction. (1) Reactant: [CH3:1][O:2][C:3]1[CH:8]=[CH:7][CH:6]=[CH:5][C:4]=1[S:9][CH2:10][CH2:11][CH2:12][O:13]C1CCCCO1.C1(C)C=CC(S([O-])(=O)=O)=CC=1.[NH+]1C=CC=CC=1. Product: [CH3:1][O:2][C:3]1[CH:8]=[CH:7][CH:6]=[CH:5][C:4]=1[S:9][CH2:10][CH2:11][CH2:12][OH:13]. The catalyst class is: 5. (2) Reactant: [CH3:1][O:2][C:3](=[O:13])[C@H:4]([CH2:9][CH:10]([CH3:12])[CH3:11])[CH2:5][C:6]([OH:8])=O.[CH3:14][O:15][C:16]1[CH:21]=[C:20]([O:22][CH3:23])[CH:19]=[CH:18][C:17]=1[CH2:24][NH:25][O:26][CH2:27][C:28]1[CH:33]=[CH:32][C:31]([O:34][CH3:35])=[CH:30][CH:29]=1.CCN=C=NCCCN(C)C.Cl.OC1C2N=NNC=2C=CC=1.C(N(C(C)C)CC)(C)C. Product: [CH3:14][O:15][C:16]1[CH:21]=[C:20]([O:22][CH3:23])[CH:19]=[CH:18][C:17]=1[CH2:24][N:25]([O:26][CH2:27][C:28]1[CH:29]=[CH:30][C:31]([O:34][CH3:35])=[CH:32][CH:33]=1)[C:6]([CH2:5][C@@H:4]([CH2:9][CH:10]([CH3:12])[CH3:11])[C:3]([O:2][CH3:1])=[O:13])=[O:8]. The catalyst class is: 2. (3) Reactant: Br[C:2]1[C:7]([O:8][CH3:9])=[CH:6][CH:5]=[CH:4][N:3]=1.C1(C)C=CC=CC=1.C([Li])CCC.[S:22]1[C:26]2[CH:27]=[CH:28][CH:29]=[CH:30][C:25]=2[N:24]=[C:23]1[CH:31]=[N:32][S:33]([C:36]1[CH:46]=[CH:45][C:39]2[O:40][CH2:41][CH2:42][CH2:43][O:44][C:38]=2[CH:37]=1)(=[O:35])=[O:34]. Product: [S:22]1[C:26]2[CH:27]=[CH:28][CH:29]=[CH:30][C:25]=2[N:24]=[C:23]1[CH:31]([C:2]1[C:7]([O:8][CH3:9])=[CH:6][CH:5]=[CH:4][N:3]=1)[NH:32][S:33]([C:36]1[CH:46]=[CH:45][C:39]2[O:40][CH2:41][CH2:42][CH2:43][O:44][C:38]=2[CH:37]=1)(=[O:35])=[O:34]. The catalyst class is: 111. (4) Product: [C:22]([N:26]1[C:30]([NH:31][C:32](=[O:37])[C:33]([F:36])([F:34])[F:35])=[CH:29][C:28]([CH:38]2[CH2:41][C:40]([C:2]3[CH:9]=[CH:8][CH:7]=[C:4]([C:5]#[N:6])[CH:3]=3)([OH:42])[CH2:39]2)=[N:27]1)([CH3:25])([CH3:23])[CH3:24]. Reactant: Br[C:2]1[CH:3]=[C:4]([CH:7]=[CH:8][CH:9]=1)[C:5]#[N:6].CC(C)=O.C(=O)=O.[Li]CCCC.[C:22]([N:26]1[C:30]([NH:31][C:32](=[O:37])[C:33]([F:36])([F:35])[F:34])=[CH:29][C:28]([CH:38]2[CH2:41][C:40](=[O:42])[CH2:39]2)=[N:27]1)([CH3:25])([CH3:24])[CH3:23]. The catalyst class is: 1. (5) Reactant: N1C=CC=CC=1.[F:7][CH:8]([F:33])[CH2:9][N:10]1[C:15]2[N:16]=[CH:17][CH:18]=[CH:19][C:14]=2[C:13]([OH:20])=[C:12]([C:21]2[CH:26]=[CH:25][CH:24]=[CH:23][C:22]=2[C:27]([F:30])([F:29])[F:28])[S:11]1(=[O:32])=[O:31].[C:34](Cl)(=[O:37])[S:35][CH3:36]. Product: [C:34](=[O:37])([S:35][CH3:36])[O:20][C:13]1[C:14]2[CH:19]=[CH:18][CH:17]=[N:16][C:15]=2[N:10]([CH2:9][CH:8]([F:7])[F:33])[S:11](=[O:31])(=[O:32])[C:12]=1[C:21]1[CH:26]=[CH:25][CH:24]=[CH:23][C:22]=1[C:27]([F:30])([F:29])[F:28]. The catalyst class is: 4. (6) Reactant: [Br:1][C:2]1[CH:3]=[C:4]([C:11]([O:13][CH3:14])=[O:12])[C:5]2[CH:6]=[CH:7][NH:8][C:9]=2[CH:10]=1.I[CH:16]([CH3:18])[CH3:17].[H-].[Na+]. The catalyst class is: 18. Product: [Br:1][C:2]1[CH:3]=[C:4]([C:11]([O:13][CH3:14])=[O:12])[C:5]2[CH:6]=[CH:7][N:8]([CH:16]([CH3:18])[CH3:17])[C:9]=2[CH:10]=1. (7) Reactant: C[O-].[Na+].[CH3:4][N:5]([S:31]([CH2:34][CH3:35])(=[O:33])=[O:32])[C:6]1[N:15]=[C:14]([C:16]([O:18][CH3:19])=[O:17])[C:13]([O:20]S(C2C=CC(C)=CC=2)(=O)=O)=[C:12]2[C:7]=1[CH:8]=[CH:9][CH:10]=[N:11]2.C(O)(=O)C.O. Product: [OH:20][C:13]1[C:14]([C:16]([O:18][CH3:19])=[O:17])=[N:15][C:6]([N:5]([CH3:4])[S:31]([CH2:34][CH3:35])(=[O:33])=[O:32])=[C:7]2[C:12]=1[N:11]=[CH:10][CH:9]=[CH:8]2. The catalyst class is: 475.